Dataset: Experimentally validated miRNA-target interactions with 360,000+ pairs, plus equal number of negative samples. Task: Binary Classification. Given a miRNA mature sequence and a target amino acid sequence, predict their likelihood of interaction. (1) The miRNA is hsa-miR-3688-3p with sequence UAUGGAAAGACUUUGCCACUCU. The protein sequence of the target gene is MARAGPAWLLLAIWVVLPSWLSSAKVSSLIERISDPKDLKKLLRTRNNVLVLYSKSEVAAENHLRLLSTVAQAVKGQGTICWVDCGDAESRKLCKKMKVDLSPKDKKVELFHYQDGAFHTEYNRAVTFKSIVAFLKDPKGPPLWEEDPGAKDVVHLDSEKDFRRLLKKEEKPLLIMFYAPWCSMCKRMMPHFQKAATQLRGHAVLAGMNVYSSEFENIKEEYSVRGFPTICYFEKGRFLFQYDNYGSTAEDIVEWLKNPQPPQPQVPETPWADEGGSVYHLTDEDFDQFVKEHSSVLVMF.... Result: 1 (interaction). (2) The miRNA is mmu-miR-669f-5p with sequence AGUUGUGUGUGCAUGUGCAUGUGU. Result: 0 (no interaction). The protein sequence of the target gene is MKRPCEETTSESDMDETIDVGSENNYSGQSTSSVIRLNSPTTTSQIMARKKRRGIIEKRRRDRINNSLSELRRLVPTAFEKQGSAKLEKAEILQMTVDHLKMLQATGGKGYFDAHALAMDFMSIGFRECLTEVARYLSSVEGLDSSDPLRVRLVSHLSTCATQREAAAMTSSMAHHHHPLHPHHWAAAFHHLPAALLQPNGLHASESTPCRLSTTSEVPPAHGSALLTATFAHADSALRMPSTGSVAPCVPPLSTSLLSLSATVHAAAAAATAAAHSFPLSFAGAFPMLPPNAAAAVAAA.... (3) The miRNA is hsa-miR-3660 with sequence ACUGACAGGAGAGCAUUUUGA. The protein sequence of the target gene is MAAAGAAATHLEVARGKRAALFFAAVAIVLGLPLWWKTTETYRASLPYSQISGLNALQLRLMVPVTVVFTRESVPLDDQEKLPFTVVHEREIPLKYKMKIKCRFQKAYRRALDHEEEALSSGSVQEAEAMLDEPQEQAEGSLTVYVISEHSSLLPQDMMSYIGPKRTAVVRGIMHREAFNIIGRRIVQVAQAMSLTEDVLAAALADHLPEDKWSAEKRRPLKSSLGYEITFSLLNPDPKSHDVYWDIEGAVRRYVQPFLNALGAAGNFSVDSQILYYAMLGVNPRFDSASSSYYLDMHSL.... Result: 1 (interaction). (4) The miRNA is hsa-miR-4301 with sequence UCCCACUACUUCACUUGUGA. The protein sequence of the target gene is MGSGWVPWVVALLVNLTRLDSSMTQGTDSPEDFVIQAKADCYFTNGTEKVQFVVRFIFNLEEYVRFDSDVGMFVALTKLGQPDAEQWNSRLDLLERSRQAVDGVCRHNYRLGAPFTVGRKVQPEVTVYPERTPLLHQHNLLHCSVTGFYPGDIKIKWFLNGQEERAGVMSTGPIRNGDWTFQTVVMLEMTPELGHVYTCLVDHSSLLSPVSVEWRAQSEYSWRKMLSGIAAFLLGLIFLLVGIVIQLRAQKGYVRTQMSGNEVSRAVLLPQSC. Result: 1 (interaction). (5) The miRNA is hsa-miR-155-5p with sequence UUAAUGCUAAUCGUGAUAGGGGUU. The protein sequence of the target gene is MAGDVEGFCSSIHDTSVSAGFRALYEEGLLLDVTLVIEDHQFQAHKALLATQSDYFRIMFTADMRERDQDKIHLKGLTATGFSHVLQFMYYGTIELSMNTVHEILQAAMYVQLIEVVKFCCSFLLAKICLENCAEIMRLLDDFGVNIEGVREKLDAFLLDNFVPLMSRPDFLSYLSFEKLMSYLDNDHLSRFPEIELYEAVQSWLRHDRRRWRHTDTIIQNIRFCLMTPSSVFEKVKTSEFYRYSRQLRYEVDQALNYFQNVHQQPLLDMKSSRIRSAKPQTTVFRGMIGHSMVNSKILL.... Result: 0 (no interaction). (6) The miRNA is mmu-miR-196b-5p with sequence UAGGUAGUUUCCUGUUGUUGGG. The protein sequence of the target gene is MAATDLERFSNAEPEPRSLSLGGHVGFDSLPDQLVSKSVTQGFSFNILCVGETGIGKSTLMNTLFNTTFETEEASHHEACVRLRPQTYDLQESNVQLKLTIVDAVGFGDQINKDESYRPIVDYIDAQFENYLQEELKIRRSLFDYHDTRIHVCLYFITPTGHSLKSLDLVTMKKLDSKVNIIPIIAKADTISKSELHKFKIKIMGELVSNGVQIYQFPTDDEAVAEINAVMNAHLPFAVVGSTEEVKVGNKLVRARQYPWGVVQVENENHCDFVKLREMLIRVNMEDLREQTHSRHYELY.... Result: 0 (no interaction). (7) The miRNA is hsa-miR-8061 with sequence CUUAGAUUAGAGGAUAUUGUU. The protein sequence of the target gene is MQGEDARYLKRKVKGGNIDVHPSEKALIVHYEVEATILGEMGDPMLGERKECQKIIRLKSLNANTDITSLARKVVEECKLIHPSKLNEVEQLLYYLQNRRDSLSGKEKKEKSSKPKDPPPFEGMEIDEVANINDMDEYIELLYEDIPDKVRGSALILQLARNPDNLEELLLNETALGALARVLREDWKQSVELATNIIYIFFCFSSFSQFHGLITHYKIGALCMNIIDHELKRHELWQEELSKKKKAVDEDPENQTLRKDYEKTFKKYQGLVVKQEQLLRVALYLLLNLAEDTRTELKMR.... Result: 0 (no interaction). (8) The miRNA is hsa-miR-16-5p with sequence UAGCAGCACGUAAAUAUUGGCG. The protein sequence of the target gene is MEKPRGTEEAPSSEPMEEEEEDDLDLFGGYDSFRSYNSSAGSESSSYLEESSEAENEDREAGELPTSPLHLFSSANNRSLDGSGSEPAVCEMCGIVGTREAFFSKTKRFCSVSCSRSYSSNSKKASILARLQGKPPTKKAKVLHKAAWSAKIGAFLHAQGTGQLADGTPTGQDALVLGFDWGKFLKDHSYKAAPVSCFKHVPLYDQWEDVMKGMKVEVLNSDAVLPSRVYWIATVIQAAGYRVLLRYEGFENDASHDFWCNLGTVDVHPIGWCAINSKILVPPRTIHAKFTDWKSYLMKR.... Result: 0 (no interaction). (9) The miRNA is mmu-miR-1969 with sequence AAGAUGGAGACUUUAACAUGGGU. The protein sequence of the target gene is MEDEDKTAECQHSKPPTGITHEAPPHHELQEERVMSLRGTDRSEPTEGSNLLTSGEKKPQDSPTEPNGLQSLRRFLACPPRGCLARVITNGTMVVLLWAMVWSVTGPECLPGGNLFGIIILFYCSITGGKLFGLIKFPTLPPLPPLLGMLLAGFLLRNIPVINDSVRIQHKWSSSLRSIALSVILVRAGLGLDSKALRKLKGVCVRLAMGPCIVEACASAILSHFLMGLPWQWGFILGFVVGAVSPAVVVPSMLLLQEGGYGVGKGIPTLLMAAGSFDDILAITGFNTCLGVAFSTGSTV.... Result: 0 (no interaction). (10) The miRNA is hsa-miR-5006-5p with sequence UUGCCAGGGCAGGAGGUGGAA. The protein sequence of the target gene is MSLTVVSMACVGFFLLQGAWPLMGGQDKPFLSARPSTVVPRGGHVALQCHYRRGFNNFMLYKEDRSHVPIFHGRIFQESFIMGPVTPAHAGTYRCRGSRPHSLTGWSAPSNPLVIMVTGNHRKPSLLAHPGPLLKSGETVILQCWSDVMFEHFFLHREGISEDPSRLVGQIHDGVSKANFSIGPLMPVLAGTYRCYGSVPHSPYQLSAPSDPLDIVITGLYEKPSLSAQPGPTVQAGENVTLSCSSWSSYDIYHLSREGEAHERRLRAVPKVNRTFQADFPLGPATHGGTYRCFGSFRAL.... Result: 0 (no interaction).